This data is from Reaction yield outcomes from USPTO patents with 853,638 reactions. The task is: Predict the reaction yield, written as a fraction of the theoretical maximum amount of product (1.0 means a 100% yield; for example, 0.34 means a 34% yield). (1) The yield is 0.940. The reactants are [CH:1]1[CH:14]=[C:13]([NH2:15])[C:4]2[CH:5]=[CH:6][C:7]([S:9]([OH:12])(=[O:11])=[O:10])=[CH:8][C:3]=2[CH:2]=1.[C:16](O[C:16]([O:18][C:19]([CH3:22])([CH3:21])[CH3:20])=[O:17])([O:18][C:19]([CH3:22])([CH3:21])[CH3:20])=[O:17].CCN(CC)CC. The product is [C:19]([O:18][C:16]([NH:15][C:13]1[CH:14]=[CH:1][CH:2]=[C:3]2[C:4]=1[CH:5]=[CH:6][C:7]([S:9]([OH:12])(=[O:10])=[O:11])=[CH:8]2)=[O:17])([CH3:22])([CH3:21])[CH3:20]. The catalyst is CO. (2) The reactants are [N:1]1[NH:2][C:3](=[O:16])[CH2:4][CH:5]2[CH2:11][CH2:10][CH2:9][C:8]3[CH:12]=[CH:13][CH:14]=[CH:15][C:7]=3[C:6]=12. The catalyst is C(#N)C.[Cu](Cl)Cl. The product is [O:16]=[C:3]1[NH:2][N:1]=[C:6]2[C:7]3[CH:15]=[CH:14][CH:13]=[CH:12][C:8]=3[CH2:9][CH2:10][CH2:11][C:5]2=[CH:4]1. The yield is 0.900. (3) The reactants are [OH:1][CH:2]1[C:11]2[C:6](=[CH:7][CH:8]=[CH:9][CH:10]=2)[CH2:5][CH2:4][CH:3]1[CH2:12][CH2:13][OH:14]. The catalyst is C(Cl)Cl.O=[Mn]=O. The product is [OH:14][CH2:13][CH2:12][CH:3]1[CH2:4][CH2:5][C:6]2[C:11](=[CH:10][CH:9]=[CH:8][CH:7]=2)[C:2]1=[O:1]. The yield is 0.674.